From a dataset of Forward reaction prediction with 1.9M reactions from USPTO patents (1976-2016). Predict the product of the given reaction. (1) Given the reactants C[O:2][C:3](=[O:22])[C@H:4]([CH:19]([CH3:21])[CH3:20])[NH:5][C:6]([N:8]([CH3:18])[CH2:9][C:10]1[N:11]=[C:12]([CH:15]([CH3:17])[CH3:16])[S:13][CH:14]=1)=[O:7].C1COCC1.Cl, predict the reaction product. The product is: [CH3:18][N:8]([C:6]([NH:5][C@H:4]([C:3]([OH:22])=[O:2])[CH:19]([CH3:20])[CH3:21])=[O:7])[CH2:9][C:10]1[N:11]=[C:12]([CH:15]([CH3:17])[CH3:16])[S:13][CH:14]=1. (2) Given the reactants [N:1]1[C:10]2[CH2:9][CH2:8][CH2:7][CH2:6][C:5]=2[C:4](O)=[N:3][C:2]=1O.[NH:13]([CH3:15])[CH3:14].C([O-])(O)=O.[Na+].O=P(Cl)(Cl)[Cl:23], predict the reaction product. The product is: [Cl:23][C:2]1[N:3]=[C:4]([N:13]([CH3:15])[CH3:14])[C:5]2[CH2:6][CH2:7][CH2:8][CH2:9][C:10]=2[N:1]=1. (3) Given the reactants [Cl:1][C:2]1[N:7]=[C:6](Cl)[CH:5]=[C:4]([CH2:9][S:10]([C:13]2[CH:18]=[CH:17][CH:16]=[CH:15][CH:14]=2)(=[O:12])=[O:11])[N:3]=1.C(N(CC)CC)C.[NH:26]1[CH2:31][CH2:30][O:29][CH2:28][CH2:27]1, predict the reaction product. The product is: [Cl:1][C:2]1[N:7]=[C:6]([N:26]2[CH2:31][CH2:30][O:29][CH2:28][CH2:27]2)[CH:5]=[C:4]([CH2:9][S:10]([C:13]2[CH:18]=[CH:17][CH:16]=[CH:15][CH:14]=2)(=[O:12])=[O:11])[N:3]=1. (4) The product is: [Cl:1][C:2]1[CH:7]=[CH:6][C:5]([CH:8]([CH:11]2[CH2:12][CH2:13][N:14]([C:17]([O:19][C:20]([CH3:23])([CH3:22])[CH3:21])=[O:18])[CH2:15][CH2:16]2)[CH2:9][OH:10])=[CH:4][CH:3]=1. Given the reactants [Cl:1][C:2]1[CH:7]=[CH:6][C:5]([CH:8]([CH:11]2[CH2:16][CH2:15][N:14]([C:17]([O:19][C:20]([CH3:23])([CH3:22])[CH3:21])=[O:18])[CH2:13][CH2:12]2)[CH:9]=[O:10])=[CH:4][CH:3]=1.[BH4-].[Na+], predict the reaction product. (5) The product is: [Br:11][C:12]1[CH:17]=[C:16]([O:4][CH:2]([CH3:3])[CH3:1])[C:15]([N+:19]([O-:21])=[O:20])=[CH:14][C:13]=1[Cl:22]. Given the reactants [CH3:1][C:2](C)([O-:4])[CH3:3].[K+].CC(O)C.[Br:11][C:12]1[CH:17]=[C:16](F)[C:15]([N+:19]([O-:21])=[O:20])=[CH:14][C:13]=1[Cl:22].O, predict the reaction product. (6) Given the reactants [C:1]([NH:5][C:6]([C:8]1[CH:9]=[C:10]([CH:34]=[CH:35][CH:36]=1)[CH2:11][N:12]1[CH2:17][CH2:16][N:15]([C:18]([C:20]2[N:21]=[CH:22][C:23]([NH:26]C(=O)OC(C)(C)C)=[N:24][CH:25]=2)=[O:19])[CH2:14][CH2:13]1)=[O:7])([CH3:4])([CH3:3])[CH3:2].FC(F)(F)C(O)=O, predict the reaction product. The product is: [NH2:26][C:23]1[CH:22]=[N:21][C:20]([C:18]([N:15]2[CH2:16][CH2:17][N:12]([CH2:11][C:10]3[CH:9]=[C:8]([CH:36]=[CH:35][CH:34]=3)[C:6]([NH:5][C:1]([CH3:4])([CH3:2])[CH3:3])=[O:7])[CH2:13][CH2:14]2)=[O:19])=[CH:25][N:24]=1.